Dataset: Full USPTO retrosynthesis dataset with 1.9M reactions from patents (1976-2016). Task: Predict the reactants needed to synthesize the given product. (1) Given the product [Cl:1][C:2]1[CH:7]=[CH:6][C:5]([N:13]2[CH:17]=[CH:16][CH:15]=[N:14]2)=[C:4]([CH:3]=1)[CH:11]=[O:12], predict the reactants needed to synthesize it. The reactants are: [Cl:1][C:2]1[CH:7]=[CH:6][C:5](B(O)O)=[C:4]([CH:11]=[O:12])[CH:3]=1.[NH:13]1[CH:17]=[CH:16][CH:15]=[N:14]1.N1C=CC=CC=1. (2) Given the product [O:30]=[C:27]1[CH2:28][CH2:29][N:24]([C:21]2[CH:22]=[CH:23][C:18]([NH:17][S:12]([C:10]3[S:11][C:7]([C:2]4[CH:3]=[CH:4][CH:5]=[CH:6][N:1]=4)=[CH:8][CH:9]=3)(=[O:14])=[O:13])=[CH:19][CH:20]=2)[CH2:25][CH2:26]1, predict the reactants needed to synthesize it. The reactants are: [N:1]1[CH:6]=[CH:5][CH:4]=[CH:3][C:2]=1[C:7]1[S:11][C:10]([S:12](Cl)(=[O:14])=[O:13])=[CH:9][CH:8]=1.Cl.[NH2:17][C:18]1[CH:23]=[CH:22][C:21]([N:24]2[CH2:29][CH2:28][C:27](=[O:30])[CH2:26][CH2:25]2)=[CH:20][CH:19]=1. (3) Given the product [NH2:7][C:8]1[CH:16]=[CH:15][CH:14]=[C:13]([Cl:17])[C:9]=1[CH2:10][OH:11], predict the reactants needed to synthesize it. The reactants are: [H-].[Al+3].[Li+].[H-].[H-].[H-].[NH2:7][C:8]1[CH:16]=[CH:15][CH:14]=[C:13]([Cl:17])[C:9]=1[C:10](O)=[O:11]. (4) Given the product [OH:1][C:2]1[CH:3]=[C:4]([CH:8]=[C:9]([O:11][C@@H:12]([CH3:16])[CH2:13][O:14][CH3:15])[CH:10]=1)[C:5]([NH:24][C:21]1[CH:20]=[N:19][C:18]([CH3:17])=[CH:23][N:22]=1)=[O:7], predict the reactants needed to synthesize it. The reactants are: [OH:1][C:2]1[CH:3]=[C:4]([CH:8]=[C:9]([O:11][C@@H:12]([CH3:16])[CH2:13][O:14][CH3:15])[CH:10]=1)[C:5]([OH:7])=O.[CH3:17][C:18]1[N:19]=[CH:20][C:21]([NH2:24])=[N:22][CH:23]=1.